The task is: Predict the reaction yield, written as a fraction of the theoretical maximum amount of product (1.0 means a 100% yield; for example, 0.34 means a 34% yield).. This data is from Reaction yield outcomes from USPTO patents with 853,638 reactions. (1) The reactants are Br[CH:2]1[C:10]2[C:5](=[CH:6][C:7]([Cl:12])=[C:8]([Cl:11])[CH:9]=2)[C:4](=[O:13])[O:3]1.[O:14]1CCOCC1. The catalyst is Cl. The product is [Cl:11][C:8]1[C:7]([Cl:12])=[CH:6][C:5]([C:4]([OH:3])=[O:13])=[C:10]([CH:2]=[O:14])[CH:9]=1. The yield is 0.730. (2) The reactants are [Br:1][C:2]1[CH:3]=[C:4](O)[CH:5]=[C:6]([O:8][CH3:9])[CH:7]=1.[CH3:11][C@@H:12]([OH:16])[CH2:13][O:14][CH3:15].C1(P(C2C=CC=CC=2)C2C=CC=CC=2)C=CC=CC=1.N(C(OCC)=O)=NC(OCC)=O. The catalyst is C1(C)C=CC=CC=1. The product is [Br:1][C:2]1[CH:3]=[C:4]([O:16][C@@H:12]([CH3:11])[CH2:13][O:14][CH3:15])[CH:5]=[C:6]([O:8][CH3:9])[CH:7]=1. The yield is 0.890.